Task: Predict which catalyst facilitates the given reaction.. Dataset: Catalyst prediction with 721,799 reactions and 888 catalyst types from USPTO (1) Reactant: [N+:1]([C:4]1[CH:5]=[N:6][CH:7]=[CH:8][C:9]=1[N:10]1[CH2:15][CH2:14][NH:13][CH2:12][CH2:11]1)([O-:3])=[O:2].[O:16]1[CH2:20][CH2:19][C:18](=O)[CH2:17]1.C(O)(=O)C.[BH-](OC(C)=O)(OC(C)=O)OC(C)=O.[Na+]. Product: [N+:1]([C:4]1[CH:5]=[N:6][CH:7]=[CH:8][C:9]=1[N:10]1[CH2:15][CH2:14][N:13]([CH:18]2[CH2:19][CH2:20][O:16][CH2:17]2)[CH2:12][CH2:11]1)([O-:3])=[O:2]. The catalyst class is: 23. (2) Product: [NH:31]1[C:32]2[C:37](=[CH:36][CH:35]=[CH:34][CH:33]=2)[C:29]([C:11]2[NH:10][CH:14]=[C:13]([C:15]([C:17]3[CH:22]=[C:21]([O:23][CH3:24])[C:20]([O:25][CH3:26])=[C:19]([O:27][CH3:28])[CH:18]=3)=[O:16])[N:12]=2)=[CH:30]1. The catalyst class is: 40. Reactant: C1(S([N:10]2[CH:14]=[C:13]([C:15]([C:17]3[CH:22]=[C:21]([O:23][CH3:24])[C:20]([O:25][CH3:26])=[C:19]([O:27][CH3:28])[CH:18]=3)=[O:16])[N:12]=[C:11]2[C:29]2[C:37]3[C:32](=[CH:33][CH:34]=[CH:35][CH:36]=3)[N:31](S(C3C=CC=CC=3)(=O)=O)[CH:30]=2)(=O)=O)C=CC=CC=1.[OH-].[Na+]. (3) Reactant: [CH3:1][C:2]1[CH:3]=[N:4][CH:5]=[C:6]([CH:9]=1)[CH:7]=O.[C:10]([CH2:18][C:19]([O:21][CH2:22][CH3:23])=[O:20])(=[O:17])[C:11]1[CH:16]=[CH:15][CH:14]=[CH:13][CH:12]=1.CC(O)=O.N1CCCCC1. Product: [C:10](/[C:18](=[CH:7]/[C:6]1[CH:5]=[N:4][CH:3]=[C:2]([CH3:1])[CH:9]=1)/[C:19]([O:21][CH2:22][CH3:23])=[O:20])(=[O:17])[C:11]1[CH:16]=[CH:15][CH:14]=[CH:13][CH:12]=1. The catalyst class is: 14. (4) Reactant: [CH2:1]([O:8][C:9]1[CH:14]=[CH:13][C:12](Br)=[CH:11][N:10]=1)[C:2]1[CH:7]=[CH:6][CH:5]=[CH:4][CH:3]=1.C([Li])CCC.CN(C)[CH:23]=[O:24].O. Product: [CH2:1]([O:8][C:9]1[N:10]=[CH:11][C:12]([CH:23]=[O:24])=[CH:13][CH:14]=1)[C:2]1[CH:7]=[CH:6][CH:5]=[CH:4][CH:3]=1. The catalyst class is: 54. (5) Reactant: [CH3:1][O:2][C:3]1[CH:4]=[C:5]([C:11]([CH3:17])([CH3:16])[C:12]([NH:14][NH2:15])=[O:13])[CH:6]=[CH:7][C:8]=1[O:9][CH3:10].[F:18][C:19]1[CH:24]=[CH:23][C:22]([N:25]=[C:26]=[S:27])=[CH:21][CH:20]=1. Product: [CH3:1][O:2][C:3]1[CH:4]=[C:5]([C:11]([CH3:17])([CH3:16])[C:12]([NH:14][NH:15][C:26](=[S:27])[NH:25][C:22]2[CH:23]=[CH:24][C:19]([F:18])=[CH:20][CH:21]=2)=[O:13])[CH:6]=[CH:7][C:8]=1[O:9][CH3:10]. The catalyst class is: 14.